This data is from Forward reaction prediction with 1.9M reactions from USPTO patents (1976-2016). The task is: Predict the product of the given reaction. (1) Given the reactants [BH4-].[Na+].[CH:3]([N:6]1[C:14](=[O:15])[C:13]2[C:8](=[CH:9][CH:10]=[C:11]([N+:16]([O-])=O)[CH:12]=2)[C:7]1=[O:19])([CH3:5])[CH3:4].O.O.[Sn](Cl)Cl.[OH-].[Na+], predict the reaction product. The product is: [NH2:16][C:11]1[CH:12]=[C:13]2[C:8](=[CH:9][CH:10]=1)[C:7](=[O:19])[N:6]([CH:3]([CH3:4])[CH3:5])[C:14]2=[O:15]. (2) Given the reactants C1(N=C=NC2CCCCC2)CCCCC1.[C:16]([O:20][CH2:21][CH2:22][CH2:23][CH2:24][CH2:25][CH2:26][CH2:27][CH2:28][CH2:29][CH2:30][CH2:31][C:32]1[CH:37]=[CH:36][C:35]([OH:38])=[CH:34][CH:33]=1)(=[O:19])[CH:17]=[CH2:18].[CH2:39]([C:45]1[CH:50]=[CH:49][CH:48]=[CH:47][C:46]=1O)[CH2:40][CH2:41][CH2:42][CH2:43][CH3:44].[C@H:52]1([C:61](O)=[O:62])[CH2:57][CH2:56][C@H:55]([C:58]([OH:60])=[O:59])[CH2:54][CH2:53]1, predict the reaction product. The product is: [CH2:39]([C:45]1[CH:50]=[CH:49][C:48]([O:60][C:58]([C@H:55]2[CH2:56][CH2:57][C@H:52]([C:61]([O:38][C:35]3[CH:34]=[CH:33][C:32]([CH2:31][CH2:30][CH2:29][CH2:28][CH2:27][CH2:26][CH2:25][CH2:24][CH2:23][CH2:22][CH2:21][O:20][C:16](=[O:19])[CH:17]=[CH2:18])=[CH:37][CH:36]=3)=[O:62])[CH2:53][CH2:54]2)=[O:59])=[CH:47][CH:46]=1)[CH2:40][CH2:41][CH2:42][CH2:43][CH3:44]. (3) Given the reactants Br[C:2]1[CH:7]=[CH:6][CH:5]=[C:4]([O:8][CH3:9])[N:3]=1.[C:10]([O:15][CH2:16][CH3:17])(=[O:14])[CH:11]([CH3:13])[CH3:12].C1COCC1.[Li+].C[Si]([N-][Si](C)(C)C)(C)C, predict the reaction product. The product is: [CH2:16]([O:15][C:10](=[O:14])[C:11]([C:2]1[CH:7]=[CH:6][CH:5]=[C:4]([O:8][CH3:9])[N:3]=1)([CH3:13])[CH3:12])[CH3:17]. (4) Given the reactants [Cl:1][C:2]1[CH:7]=[C:6]2[NH:8][C:9](=[O:39])[C:10]3([CH:15]([C:16]4[CH:21]=[C:20]([Cl:22])[CH:19]=[CH:18][C:17]=4[O:23][CH:24]4[CH2:29][CH2:28][NH:27][CH2:26][CH2:25]4)[CH2:14][C:13](=[O:30])[NH:12][CH:11]3[C:31]3[CH:36]=[C:35]([F:37])[CH:34]=[CH:33][C:32]=3[CH3:38])[C:5]2=[CH:4][CH:3]=1.[C:40](Cl)(=[O:42])[CH3:41].N1C=CC=CC=1, predict the reaction product. The product is: [C:40]([N:27]1[CH2:28][CH2:29][CH:24]([O:23][C:17]2[CH:18]=[CH:19][C:20]([Cl:22])=[CH:21][C:16]=2[CH:15]2[CH2:14][C:13](=[O:30])[NH:12][CH:11]([C:31]3[CH:36]=[C:35]([F:37])[CH:34]=[CH:33][C:32]=3[CH3:38])[C:10]32[C:5]2[C:6](=[CH:7][C:2]([Cl:1])=[CH:3][CH:4]=2)[NH:8][C:9]3=[O:39])[CH2:25][CH2:26]1)(=[O:42])[CH3:41]. (5) Given the reactants [NH2:1][CH2:2][CH2:3][CH2:4][CH2:5][C@H:6]([NH:10][C:11]([O:13][C:14]([CH3:17])([CH3:16])[CH3:15])=[O:12])[C:7]([OH:9])=[O:8].[N+:18]([C:21]1[C:22]([S:27]Cl)=[N:23][CH:24]=[CH:25][CH:26]=1)([O-:20])=[O:19].C(N(CC)CC)C, predict the reaction product. The product is: [C:14]([O:13][C:11]([NH:10][C@@H:6]([CH2:5][CH2:4][CH2:3][CH2:2][NH:1][S:27][C:22]1[C:21]([N+:18]([O-:20])=[O:19])=[CH:26][CH:25]=[CH:24][N:23]=1)[C:7]([OH:9])=[O:8])=[O:12])([CH3:17])([CH3:16])[CH3:15].